From a dataset of Human Reference Interactome with 51,813 positive PPI pairs across 8,248 proteins, plus equal number of experimentally-validated negative pairs. Binary Classification. Given two protein amino acid sequences, predict whether they physically interact or not. (1) Protein 1 (ENSG00000113643) has sequence MDVLVSECSARLLQQEEEIKSLTAEIDRLKNCGCLGASPNLEQLQEENLKLKYRLNILRKSLQAERNKPTKNMINIISRLQEVFGHAIKAAYPDLENPPLLVTPSQQAKFGDYQCNSAMGISQMLKTKEQKVNPREIAENITKHLPDNECIEKVEIAGPGFINVHLRKDFVSEQLTSLLVNGVQLPALGENKKVIVDFSSPNIAKEMHVGHLRSTIIGESISRLFEFAGYDVLRLNHVGDWGTQFGMLIAHLQDKFPDYLTVSPPIGDLQVFYKESKKRFDTEEEFKKRAYQCVVLLQGK.... Protein 2 (ENSG00000164022) has sequence MANNDAVLKRLEQKGAEADQIIEYLKQQVSLLKEKAILQATLREEKKLRVENAKLKKEIEELKQELIQAEIQNGVKQIPFPSGTPLHANSMVSENVIQSTAVTTVSSGTKEQIKGGTGDEKKAKEKIEKKGEKKEKKQQSIAGSADSKPIDVSRLDLRIGCIITARKHPDADSLYVEEVDVGEIAPRTVVSGLVNHVPLEQMQNRMVILLCNLKPAKMRGVLSQAMVMCASSPEKIEILAPPNGSVPGDRITFDAFPGEPDKELNPKKKIWEQIQPDLHTNDECVATYKGVPFEVKGKGV.... Result: 1 (the proteins interact). (2) Protein 1 (ENSG00000278540) has sequence MWWSTLMSILRARSFWKWISTQTVRIIRAVRAHFGGIMDEPSPLAQPLELNQHSRFIIGSVSEDNSEDEISNLVKLDLLEEKEGSLSPASVGSDTLSDLGISSLQDGLALHIRSSMSGLHLVKQGRDRKKIDSQRDFTVASPAEFVTRFGGNKVIEKVLIANNGIAAVKCMRSIRRWSYEMFRNERAIRFVVMVTPEDLKANAEYIKMADHYVPVPGGPNNNNYANVELILDIAKRIPVQAVWAGWGHASENPKLPELLLKNGIAFMGPPSQAMWALGDKIASSIVAQTAGIPTLPWSGS.... Protein 2 (ENSG00000122180) has sequence MELYETSPYFYQEPRFYDGENYLPVHLQGFEPPGYERTELTLSPEAPGPLEDKGLGTPEHCPGQCLPWACKVCKRKSVSVDRRRAATLREKRRLKKVNEAFEALKRSTLLNPNQRLPKVEILRSAIQYIERLQALLSSLNQEERDLRYRGGGGPQPGVPSECSSHSASCSPEWGSALEFSANPGDHLLTADPTDAHNLHSLTSIVDSITVEDVSVAFPDETMPN*. Result: 0 (the proteins do not interact). (3) Protein 1 (ENSG00000131508) has sequence LSLLKIQKELNDLARDPPAQCSAGPVGDDMFHWQATIMGPNDSPYQGGVFFLTIHFPTDYPFKPPKVAFTTRIYHPNINSNGSICLDILRSQWSPALTISKVLLSICSLLCDPNPDDPLVPEIARIYKTDREKYNRIAREWTQKYAM*MALKRIHKELNDLARDPPAQCSAGPVGDDMFHWQATIMGPNDSPYQGGVFFLTIHFPTDYPFKPPKVAFTTRIYHPNINSNGSICLDILRSQWSPALTISKVLLSICSLLCDPNPDDPLVPEIARIYKTDREKYNRIAREWTQKYAM*MFHW.... Protein 2 (ENSG00000167770) has sequence MAAEEPQQQKQEPLGSDSEGVNCLAYDEAIMAQQDRIQQEIAVQNPLVSERLELSVLYKEYAEDDNIYQQKIKDLHKKYSYIRKTRPDGNCFYRAFGFSHLEALLDDSKELQRRFKAVSAKSKEDLVSQGFTEFTIEDFHNTFMDLIEQVEKQTSVADLLASFNDQSTSDYLVVYLRLLTSGYLQRESKFFEHFIEGGRTVKEFCQQEVEPMCKESDHIHIIALAQALSVSIQVEYMDRGEGGTTNPHIFPEGSEPKVYLLYRPGHYDILYK*MAAEEPQQQKQEPLGSDSEGVNCLAYD.... Result: 1 (the proteins interact). (4) Protein 1 (ENSG00000250361) has sequence MYGKIIFVLLLSEIVSISALSTTEVAMHTSTSSSVTKSYISSQTNGETGQLVHRFTVPVFAD*MYGKIIFVLLLSEIVSISALSTTEVAMHTSTSSSVTKSYISSQTNGETGQLVHRFTVPAPVVIILIILCVMAGIIGTILLISYSIRRLIKA*MYGKIIFVLLLSGDGANPENSGRRGQKAEGRARAKILKQEKL*MYGKIIFVLLLSGETGQLVHRFTVPAPVVIILIILCVMAGIIGTILLISYSIRRLIKA*MHTSTSSSVTKSYISSQTNGETGQLVHRFTVPAPVVIILIILC.... Protein 2 (ENSG00000196468) has sequence MAEVGGVFASLDWDLHGFSSSLGNVPLADSPGFLNERLGQIEGKLQRGSPTDFAHLKGILRRRQLYCRTGFHLEIFPNGTVHGTRHDHSRFGILEFISLAVGLISIRGVDSGLYLGMNERGELYGSKKLTRECVFREQFEENWYNTYASTLYKHSDSERQYYVALNKDGSPREGYRTKRHQKFTHFLPRPVDPSKLPSMSRDLFHYR*. Result: 0 (the proteins do not interact). (5) Protein 1 (ENSG00000020129) has sequence MASDCEPALNQAEGRNPTLERYLGALREAKNDSEQFAALLLVTKAVKAGDIDAKTRRRIFDAVGFTFPNRLLTTKEAPDGCPDHVLRALGVALLACFCSDPELAAHPQVLNKIPILSTFLTARGDPDDAARRSMIDDTYQCLTAVAGTPRGPRHLIAGGTVSALCQAYLGHGYGFDQALALLVGLLAAAETQCWKEAEPDLLAVLRGLSEDFQKAEDASKFELCQLLPLFLPPTTVPPECYRDLQAGLARILGSKLSSWQRNPALKLAARLAHACGSDWIPAGSSGSKFLALLVNLACVE.... Protein 2 (ENSG00000122585) has sequence MLGNKRLGLSGLTLALSLLVCLGALAEAYPSKPDNPGEDAPAEDMARYYSALRHYINLITRQRYGKRSSPETLISDLLMRESTENVPRTRLEDPAMW*. Result: 0 (the proteins do not interact). (6) Protein 1 (ENSG00000136754) has sequence MAELQMLLEEEIPSGKRALIESYQNLTRVADYCENNYIQATDKRKALEETKAYTTQSLASVAYQINALANNVLQLLDIQASQLRRMESSINHISQTVDIHKEKVARREIGILTTNKNTSRTHKIIAPANMERPVRYIRKPIDYTVLDDVGHGVKHGNNQPARTGTLSRTNPPTQKPPSPPMSGRGTLGRNTPYKTLEPVKPPTVPNDYMTSPARLGSQHSPGRTASLNQRPRTHSGSSGGSGSRENSGSSSIGIPIAVPTPSPPTIGPAPGSAPGSQYGTMTRQISRHNSTTSSTSSGGY.... Protein 2 (ENSG00000140307) has sequence MAYQLYRNTTLGNSLQESLDELIQSQQITPQLALQVLLQFDKAINAALAQRVRNRVNFRGSLNTYRFCDNVWTFVLNDVEFREVTELIKVDKVKIVACDGKNTGSNTTE*MAYQLYRNTTLGNSLQESLDELIQSQQITPQLALQVLLQFDKAINAALAQRVRNRVNFRILAPILQNE*MAYQLYRNTTLGNSLQESLDELIQGSLNTYRFCDNVWTFVLNDVEFREVTELIKVDKVKIVACDGKNTGSNTTE*MAYQLYRNTTLGNSLQESLDELIQITPQLALQVLLQFDKAINAALA.... Result: 0 (the proteins do not interact). (7) Protein 1 (ENSG00000181929) has sequence METVISSDSSPAVENEHPQETPESNNSVYTSFMKSHRCYDLIPTSSKLVVFDTSLQVKKAFFALVTNGVRAAPLWDSKKQSFVVLRALSCPLGMLTITDFINILHRYYKSALVQIYELEEHKIETWREVYLQDSFKPLVCISPNASLFDAVSSLIRNKIHRLPVIDPESGNTLYILTHKRILKFLKLFITEFPKPEFMSKSLEELQIGTYANIAMVRTTTPVYVALGIFVQHRVSALPVVDEKGRVVDIYSKFDVINLAAEKTYNNLDVSVTKALQHRSHYFEGVLKCYLHETLETIINR.... Protein 2 (ENSG00000179041) has sequence MEGQSVEELLAKAEQDEAEKLQRITVHKELELQFDLGNLLASDRNPPTGLRCAGPTPEAELQALARDNTQLLINQLWQLPTERVEEAIVARLPEPTTRLPREKPLPRPRPLTRWQQFARLKGIRPKKKTNLVWDEVSGQWRRRWGYQRARDDTKEWLIEVPGNADPLEDQFAKRIQAKKERVAKNELNRLRNLARAHKMQLPSAAGLHPTGHQSKEELGRAMQVAKVSTASVGRFQERLPKEKVPRGSGKKRKFQPLFGDFAAEKKNQLELLRVMNSKKPQLDVTRATNKQMREEDQEEA.... Result: 0 (the proteins do not interact).